From a dataset of Reaction yield outcomes from USPTO patents with 853,638 reactions. Predict the reaction yield, written as a fraction of the theoretical maximum amount of product (1.0 means a 100% yield; for example, 0.34 means a 34% yield). (1) The reactants are [CH2:1]([O:8][CH:9]([CH2:12]O)CO)[C:2]1[CH:7]=[CH:6][CH:5]=[CH:4][CH:3]=1.[H-].[Na+].CI.C1[CH2:22][O:21][CH2:20]C1.CN([CH:26]=[O:27])C. No catalyst specified. The product is [CH3:26][O:27][CH:9]([O:8][CH2:1][C:2]1[CH:3]=[CH:4][CH:5]=[CH:6][CH:7]=1)[CH2:12][CH2:20][O:21][CH3:22]. The yield is 0.970. (2) The reactants are [N+:1]([C:4]1[CH:12]=[C:7]2[CH2:8][O:9][CH2:10][CH2:11][N:6]2[N:5]=1)([O-])=O. The catalyst is [Pd].C(O)C. The product is [N:5]1[N:6]2[C:7]([CH2:8][O:9][CH2:10][CH2:11]2)=[CH:12][C:4]=1[NH2:1]. The yield is 0.730. (3) The reactants are C(OC(=O)C(CS(N1CCN(C2C=CC(Br)=CC=2)CC1)(=O)=O)C(C)C)(C)(C)C.Cl.Cl.[F:31][C:32]1[CH:37]=[CH:36][C:35]([C:38]2[CH:39]=[CH:40][C:41]([N:44]3[CH2:49][CH2:48][NH:47][CH2:46][CH2:45]3)=[N:42][CH:43]=2)=[CH:34][CH:33]=1.[CH2:50]([C@@H:57]1[CH2:61][O:60][C:59](=[O:62])[N:58]1[C:63](=[O:73])[C@H:64]([CH2:68][S:69](Cl)(=[O:71])=[O:70])[CH:65]([CH3:67])[CH3:66])[C:51]1[CH:56]=[CH:55][CH:54]=[CH:53][CH:52]=1. No catalyst specified. The product is [CH2:50]([C@@H:57]1[CH2:61][O:60][C:59](=[O:62])[N:58]1[C:63](=[O:73])[C@H:64]([CH2:68][S:69]([N:47]1[CH2:46][CH2:45][N:44]([C:41]2[CH:40]=[CH:39][C:38]([C:35]3[CH:34]=[CH:33][C:32]([F:31])=[CH:37][CH:36]=3)=[CH:43][N:42]=2)[CH2:49][CH2:48]1)(=[O:71])=[O:70])[CH:65]([CH3:67])[CH3:66])[C:51]1[CH:56]=[CH:55][CH:54]=[CH:53][CH:52]=1. The yield is 0.850. (4) The reactants are [Cl:1][CH2:2][CH2:3][CH2:4][S:5]([O:8][CH2:9][C:10]([CH3:24])([CH3:23])[C@@H:11]([O:15][CH2:16][C:17]1[CH:22]=[CH:21][CH:20]=[CH:19][CH:18]=1)[C:12]([OH:14])=[O:13])(=[O:7])=[O:6].C(Cl)(=O)C(Cl)=O.[N:31]1([CH2:37][CH2:38]O)[CH2:36][CH2:35][O:34][CH2:33][CH2:32]1.N1C=CC=CC=1. The catalyst is ClCCl. The product is [Cl:1][CH2:2][CH2:3][CH2:4][S:5]([O:8][CH2:9][C:10]([CH3:24])([CH3:23])[C@@H:11]([O:15][CH2:16][C:17]1[CH:22]=[CH:21][CH:20]=[CH:19][CH:18]=1)[C:12]([O:14][CH2:38][CH2:37][N:31]1[CH2:36][CH2:35][O:34][CH2:33][CH2:32]1)=[O:13])(=[O:6])=[O:7]. The yield is 0.440. (5) The reactants are [Cl:1][C:2]1[C:30]([F:31])=[CH:29][CH:28]=[CH:27][C:3]=1[CH2:4][NH:5][C:6](=[O:26])[N:7]([C@@H:9]([CH2:12][CH2:13][CH2:14][N:15]1[C:23](=[O:24])[C:22]2[C:17](=[CH:18][CH:19]=[CH:20][CH:21]=2)[C:16]1=[O:25])[CH2:10][OH:11])[CH3:8].[Cl:32][C:33]1[CH:34]=[CH:35][C:36](C(O)=O)=[N:37][CH:38]=1.CC[N:44]([CH:48](C)C)C(C)C.C1C=CC(P(N=[N+]=[N-])(C2C=CC=CC=2)=[O:58])=CC=1. The catalyst is C1(C)C=CC=CC=1. The product is [Cl:32][C:33]1[CH:34]=[CH:35][C:36]([NH:44][C:48](=[O:58])[O:11][CH2:10][C@@H:9]([N:7]([CH3:8])[C:6]([NH:5][CH2:4][C:3]2[CH:27]=[CH:28][CH:29]=[C:30]([F:31])[C:2]=2[Cl:1])=[O:26])[CH2:12][CH2:13][CH2:14][N:15]2[C:23](=[O:24])[C:22]3[C:17](=[CH:18][CH:19]=[CH:20][CH:21]=3)[C:16]2=[O:25])=[N:37][CH:38]=1. The yield is 0.800. (6) The product is [CH:2]([C:3]1[NH:5][C:21]2[C:20]([CH:19]=1)=[CH:25][CH:24]=[CH:23][CH:22]=2)=[O:27]. The yield is 0.750. The catalyst is C(Cl)(Cl)(Cl)Cl. The reactants are C1C(=O)[N:5](Br)[C:3](=O)[CH2:2]1.[C:19](OO[C:19](=O)[C:20]1[CH:25]=[CH:24][CH:23]=[CH:22][CH:21]=1)(=O)[C:20]1[CH:25]=[CH:24][CH:23]=[CH:22][CH:21]=1.[OH2:27]. (7) The product is [C:1]([C:5]1[C:6]([N+:15]([O-:17])=[O:16])=[CH:7][C:8]([N+:12]([O-:14])=[O:13])=[C:9](/[CH:11]=[CH:36]/[N:38]([CH3:40])[CH3:39])[CH:10]=1)([CH3:4])([CH3:2])[CH3:3]. The yield is 0.680. The reactants are [C:1]([C:5]1[CH:10]=[C:9]([CH3:11])[C:8]([N+:12]([O-:14])=[O:13])=[CH:7][C:6]=1[N+:15]([O-:17])=[O:16])([CH3:4])([CH3:3])[CH3:2].C(C1C=CC([N+]([O-])=O)=C(C)C=1[N+]([O-])=O)(C)(C)C.C[C:36]([N:38]([CH3:40])[CH3:39])=O. The catalyst is CN(C=O)C. (8) The reactants are [NH2:1][C:2]1[CH:3]=[CH:4][C:5]2[O:9][C:8]([CH:10]([NH:17][C:18]3[CH:23]=[CH:22][C:21]([C:24]([N:26]([CH3:34])[CH2:27][CH2:28][C:29]([O:31][CH2:32][CH3:33])=[O:30])=[O:25])=[CH:20][CH:19]=3)[CH:11]3[CH2:16][CH2:15][CH2:14][CH2:13][CH2:12]3)=[C:7]([CH3:35])[C:6]=2[CH:36]=1.[CH:37](=O)[C:38]1[CH:43]=[CH:42][CH:41]=[CH:40][CH:39]=1.C([BH3-])#N.[Na+].C(=O)([O-])O.[Na+]. The catalyst is C(O)(=O)C.C(O)C. The product is [CH2:37]([NH:1][C:2]1[CH:3]=[CH:4][C:5]2[O:9][C:8]([CH:10]([NH:17][C:18]3[CH:23]=[CH:22][C:21]([C:24]([N:26]([CH3:34])[CH2:27][CH2:28][C:29]([O:31][CH2:32][CH3:33])=[O:30])=[O:25])=[CH:20][CH:19]=3)[CH:11]3[CH2:12][CH2:13][CH2:14][CH2:15][CH2:16]3)=[C:7]([CH3:35])[C:6]=2[CH:36]=1)[C:38]1[CH:43]=[CH:42][CH:41]=[CH:40][CH:39]=1. The yield is 0.930.